Task: Predict the reactants needed to synthesize the given product.. Dataset: Full USPTO retrosynthesis dataset with 1.9M reactions from patents (1976-2016) (1) Given the product [Br:1][C:2]1[CH:3]=[C:4]2[C:8](=[CH:9][C:10]=1[O:11][CH2:12][C:13]([CH3:15])=[CH2:14])[N:7]([CH3:16])[C:6]([CH2:17][O:18][Si:28]([C:25]([CH3:27])([CH3:26])[CH3:24])([CH3:30])[CH3:29])=[CH:5]2, predict the reactants needed to synthesize it. The reactants are: [Br:1][C:2]1[CH:3]=[C:4]2[C:8](=[CH:9][C:10]=1[O:11][CH2:12][C:13]([CH3:15])=[CH2:14])[N:7]([CH3:16])[C:6]([CH2:17][OH:18])=[CH:5]2.N1C=CN=C1.[CH3:24][C:25]([Si:28](Cl)([CH3:30])[CH3:29])([CH3:27])[CH3:26]. (2) Given the product [CH3:38][C:34]1([C:33]#[C:32][C:2]2[C:3]([O:8][CH:9]3[CH2:12][N:11]([C:13]4[CH:22]=[CH:21][C:20]5[C:15](=[CH:16][CH:17]=[CH:18][CH:19]=5)[N:14]=4)[CH2:10]3)=[N:4][CH:5]=[CH:6][N:7]=2)[CH2:37][O:36][CH2:35]1, predict the reactants needed to synthesize it. The reactants are: Cl[C:2]1[C:3]([O:8][CH:9]2[CH2:12][N:11]([C:13]3[CH:22]=[CH:21][C:20]4[C:15](=[CH:16][CH:17]=[CH:18][CH:19]=4)[N:14]=3)[CH2:10]2)=[N:4][CH:5]=[CH:6][N:7]=1.C(NC(C)C)(C)C.C[Si](C)(C)[C:32]#[C:33][C:34]1([CH3:38])[CH2:37][O:36][CH2:35]1. (3) Given the product [Cl:1][C:2]1[CH:3]=[C:4]([CH:21]=[C:22]([Cl:25])[C:23]=1[Cl:24])[CH2:5][N:6]1[CH:10]=[C:9]([C:11]2[S:12][C:13]([C:16]3[N:17]=[N:18][N:19]([CH2:27][C:28]([O:30][CH2:31][CH3:32])=[O:29])[N:20]=3)=[CH:14][N:15]=2)[N:8]=[N:7]1, predict the reactants needed to synthesize it. The reactants are: [Cl:1][C:2]1[CH:3]=[C:4]([CH:21]=[C:22]([Cl:25])[C:23]=1[Cl:24])[CH2:5][N:6]1[CH:10]=[C:9]([C:11]2[S:12][C:13]([C:16]3[NH:20][N:19]=[N:18][N:17]=3)=[CH:14][N:15]=2)[N:8]=[N:7]1.Br[CH2:27][C:28]([O:30][CH2:31][CH3:32])=[O:29].CCN(CC)CC. (4) Given the product [CH:1]1([N:4]([CH3:19])[C:5]2[S:6][CH:7]=[C:8]([C:10]3[CH:11]=[CH:12][CH:13]=[CH:17][C:18]=3[C:21]([OH:22])=[O:24])[N:9]=2)[CH2:2][CH2:3]1, predict the reactants needed to synthesize it. The reactants are: [CH:1]1([NH:4][C:5]2[S:6][CH:7]=[C:8]([C:10]3[CH:18]=[CH:17][C:13](C(O)=O)=[CH:12][CH:11]=3)[N:9]=2)[CH2:3][CH2:2]1.[CH3:19]I.[C:21](=[O:24])([O-])[O-:22].[K+].[K+].[Li+].[OH-].Cl. (5) Given the product [C:29]([C:13]1[C:14]2[C:19](=[CH:18][CH:17]=[C:16]([O:22][C:23]3[CH:28]=[CH:27][CH:26]=[CH:25][CH:24]=3)[CH:15]=2)[C:20]([OH:21])=[C:11]([C:9]([NH:8][CH2:7][CH2:6][C@@H:2]([NH:1][C:43]([NH2:42])=[O:44])[C:3]([OH:5])=[O:4])=[O:10])[N:12]=1)#[N:30], predict the reactants needed to synthesize it. The reactants are: [NH2:1][C@H:2]([CH2:6][CH2:7][NH:8][C:9]([C:11]1[N:12]=[C:13]([C:29]#[N:30])[C:14]2[C:19]([C:20]=1[OH:21])=[CH:18][CH:17]=[C:16]([O:22][C:23]1[CH:28]=[CH:27][CH:26]=[CH:25][CH:24]=1)[CH:15]=2)=[O:10])[C:3]([OH:5])=[O:4].C(N(CC)CC)C.C[Si]([N:42]=[C:43]=[O:44])(C)C.Cl. (6) Given the product [Br:1][C:2]1[CH:7]=[CH:6][C:5]2[C:8]3[N:9]([CH:10]=[C:11]([C:13]([OH:15])=[O:14])[N:12]=3)[CH2:18][CH2:19][O:20][C:4]=2[CH:3]=1, predict the reactants needed to synthesize it. The reactants are: [Br:1][C:2]1[CH:7]=[CH:6][C:5]([C:8]2[N:9]([CH2:18][CH2:19][OH:20])[CH:10]=[C:11]([C:13]([O:15]CC)=[O:14])[N:12]=2)=[C:4](F)[CH:3]=1.[OH-].[K+].Cl.C[N+](CCCC)(CCCC)CCCC. (7) Given the product [OH:24][CH2:23][C:15]1[CH:14]=[C:13]([CH:22]=[C:17]([CH2:18][OH:19])[CH:16]=1)[O:12][CH2:11][CH2:10][CH2:9][N:8]([CH2:27][CH:28]([CH3:29])[CH3:30])[C:6](=[O:7])[O:5][C:1]([CH3:2])([CH3:3])[CH3:4], predict the reactants needed to synthesize it. The reactants are: [C:1]([O:5][C:6]([N:8]([CH2:27][CH:28]([CH3:30])[CH3:29])[CH2:9][CH2:10][CH2:11][O:12][C:13]1[CH:14]=[C:15]([C:23](OC)=[O:24])[CH:16]=[C:17]([CH:22]=1)[C:18](OC)=[O:19])=[O:7])([CH3:4])([CH3:3])[CH3:2].[H-].[H-].[H-].[H-].[Li+].[Al+3]. (8) Given the product [CH2:1]([N:8]1[C:21](=[O:22])[C@H:20]([CH2:23][C:24](=[O:26])[N:30]2[CH2:31][CH2:32][N:27]([CH:33]3[CH2:42][C:41]4[C:36](=[CH:37][CH:38]=[CH:39][CH:40]=4)[NH:35][C:34]3=[O:43])[CH2:28][CH2:29]2)[CH2:19][C:18]2[CH:17]=[CH:16][C:15]3[NH:14][N:13]=[CH:12][C:11]=3[C:10]=2[CH2:9]1)[C:2]1[CH:3]=[CH:4][CH:5]=[CH:6][CH:7]=1, predict the reactants needed to synthesize it. The reactants are: [CH2:1]([N:8]1[C:21](=[O:22])[C@H:20]([CH2:23][C:24]([OH:26])=O)[CH2:19][C:18]2[CH:17]=[CH:16][C:15]3[NH:14][N:13]=[CH:12][C:11]=3[C:10]=2[CH2:9]1)[C:2]1[CH:7]=[CH:6][CH:5]=[CH:4][CH:3]=1.[N:27]1([CH:33]2[CH2:42][C:41]3[C:36](=[CH:37][CH:38]=[CH:39][CH:40]=3)[NH:35][C:34]2=[O:43])[CH2:32][CH2:31][NH:30][CH2:29][CH2:28]1.ClC1C2NN=CC=2C2CN(CC(C)(C)C)C(=O)[C@H](CC(=O)N3CCC(N4CC5C(=CC=CC=5)NC4=O)CC3)CC=2C=1. (9) The reactants are: Cl[CH2:2][C:3]1[CH:30]=[CH:29][C:6]([C:7]([NH:9][C:10]2[CH:15]=[C:14]([C:16]3[S:17][CH:18]=[CH:19][CH:20]=3)[CH:13]=[CH:12][C:11]=2[NH:21][C:22](=[O:28])[O:23][C:24]([CH3:27])([CH3:26])[CH3:25])=[O:8])=[CH:5][CH:4]=1.[CH3:31][O:32][CH2:33][C@@H:34]1[CH2:38][CH2:37][CH2:36][NH:35]1.C([O-])([O-])=O.[K+].[K+].[Na+].[I-]. Given the product [CH3:31][O:32][CH2:33][C@@H:34]1[CH2:38][CH2:37][CH2:36][N:35]1[CH2:2][C:3]1[CH:30]=[CH:29][C:6]([C:7]([NH:9][C:10]2[CH:15]=[C:14]([C:16]3[S:17][CH:18]=[CH:19][CH:20]=3)[CH:13]=[CH:12][C:11]=2[NH:21][C:22](=[O:28])[O:23][C:24]([CH3:27])([CH3:26])[CH3:25])=[O:8])=[CH:5][CH:4]=1, predict the reactants needed to synthesize it.